Task: Predict which catalyst facilitates the given reaction.. Dataset: Catalyst prediction with 721,799 reactions and 888 catalyst types from USPTO (1) Reactant: ClCCC[N:5]1[C:9]2[CH:10]=[C:11]([O:14][CH3:15])[CH:12]=[CH:13][C:8]=2[N:7]=[N:6]1.[O:16]1[C:20]2[CH:21]=[CH:22][CH:23]=[CH:24][C:19]=2[C:18]([CH:25]2[CH2:30][CH2:29][NH:28][CH2:27][CH2:26]2)=[CH:17]1.[CH:31](N(C(C)C)CC)([CH3:33])[CH3:32].[I-].[K+]. Product: [O:14]([C:11]1[CH:12]=[C:13]([CH2:32][CH2:31][CH2:33][N:28]2[CH2:29][CH2:30][CH:25]([C:18]3[C:19]4[CH:24]=[CH:23][CH:22]=[CH:21][C:20]=4[O:16][CH:17]=3)[CH2:26][CH2:27]2)[C:8]2[N:7]=[N:6][NH:5][C:9]=2[CH:10]=1)[CH3:15]. The catalyst class is: 10. (2) Reactant: [H-].[Na+].[NH:3]1[CH:7]=[CH:6][CH:5]=[N:4]1.Br[CH2:9][CH2:10][O:11][C:12]1[CH:17]=[CH:16][C:15]([N:18]2[CH2:23][CH2:22][N:21]([C:24]3[CH:25]=[CH:26][C:27]4[N:28]([C:30]([C:33]([F:36])([F:35])[F:34])=[N:31][N:32]=4)[N:29]=3)[CH2:20][CH2:19]2)=[CH:14][CH:13]=1.O. Product: [N:3]1([CH2:9][CH2:10][O:11][C:12]2[CH:17]=[CH:16][C:15]([N:18]3[CH2:19][CH2:20][N:21]([C:24]4[CH:25]=[CH:26][C:27]5[N:28]([C:30]([C:33]([F:36])([F:34])[F:35])=[N:31][N:32]=5)[N:29]=4)[CH2:22][CH2:23]3)=[CH:14][CH:13]=2)[CH:7]=[CH:6][CH:5]=[N:4]1. The catalyst class is: 3. (3) Reactant: [N+:1]([C:4]1[CH:12]=[CH:11][CH:10]=[CH:9][C:5]=1[C:6](=[S:8])[NH2:7])([O-:3])=[O:2].Br[CH2:14][C:15]([C:17]1[CH:22]=[CH:21][CH:20]=[CH:19][CH:18]=1)=O. Product: [N+:1]([C:4]1[CH:12]=[CH:11][CH:10]=[CH:9][C:5]=1[C:6]1[S:8][CH:14]=[C:15]([C:17]2[CH:22]=[CH:21][CH:20]=[CH:19][CH:18]=2)[N:7]=1)([O-:3])=[O:2]. The catalyst class is: 162. (4) Reactant: [ClH:1].[CH2:2]([C:6]1[N:10]([CH2:11][C:12]2[CH:17]=[CH:16][C:15]([C:18]3[CH:23]=[CH:22][CH:21]=[CH:20][C:19]=3[CH:24]3[N:28](C)[N:27](C4C=CC=CC=4)[N:26](C4C=CC=CC=4)[N:25]3C3C=CC=CC=3)=[CH:14][CH:13]=2)[C:9](=[O:48])[C:8]2([CH2:52][CH2:51][CH2:50][CH2:49]2)[N:7]=1)[CH2:3][CH2:4][CH3:5].BrCC1C=CC(C2C=CC=CC=2C2N(C(C3C=CC=CC=3)(C3C=CC=CC=3)C3C=CC=CC=3)N=NN=2)=CC=1.C(C1NC(=O)C2(CCCC2)N=1)CCC.Cl. Product: [CH3:5][CH2:4][CH2:3][CH2:2][C:6]1[N:10]([CH2:11][C:12]2[CH:17]=[CH:16][C:15]([C:18]3[C:19]([C:24]4[N:25]=[N:26][NH:27][N:28]=4)=[CH:20][CH:21]=[CH:22][CH:23]=3)=[CH:14][CH:13]=2)[C:9](=[O:48])[C:8]2([CH2:49][CH2:50][CH2:51][CH2:52]2)[N:7]=1.[ClH:1]. The catalyst class is: 226. (5) Reactant: [Cl:1][C:2]1[C:3]([C:12]2[CH:17]=[CH:16][C:15]([NH2:18])=[CH:14][CH:13]=2)=[CH:4][C:5]2[O:9][C:8]([CH3:10])=[N:7][C:6]=2[CH:11]=1.[F:19][C:20]1[CH:28]=[CH:27][CH:26]=[CH:25][C:21]=1[C:22](Cl)=[O:23].CCN(C(C)C)C(C)C.C([O-])(O)=O.[Na+].C(Cl)Cl. Product: [Cl:1][C:2]1[C:3]([C:12]2[CH:17]=[CH:16][C:15]([NH:18][C:22]([C:21]3[CH:25]=[CH:26][CH:27]=[CH:28][C:20]=3[F:19])=[O:23])=[CH:14][CH:13]=2)=[CH:4][C:5]2[O:9][C:8]([CH3:10])=[N:7][C:6]=2[CH:11]=1. The catalyst class is: 79.